This data is from Forward reaction prediction with 1.9M reactions from USPTO patents (1976-2016). The task is: Predict the product of the given reaction. Given the reactants B(Br)(Br)Br.C[O:6][C:7]1[CH:8]=[C:9]([CH:15]([CH3:19])[C:16]([OH:18])=[O:17])[CH:10]=[C:11]([O:13]C)[CH:12]=1, predict the reaction product. The product is: [OH:6][C:7]1[CH:8]=[C:9]([CH:15]([CH3:19])[C:16]([OH:18])=[O:17])[CH:10]=[C:11]([OH:13])[CH:12]=1.